Dataset: Catalyst prediction with 721,799 reactions and 888 catalyst types from USPTO. Task: Predict which catalyst facilitates the given reaction. (1) Reactant: [C:1]([O:5][C:6]([N:8]([C:10]1[CH:15]=[CH:14][C:13]([CH:16]=[CH2:17])=[CH:12][N:11]=1)[CH3:9])=[O:7])([CH3:4])([CH3:3])[CH3:2].B.[O:19]1CCCC1.CC([O-])=O.[Na+].OO. Product: [C:1]([O:5][C:6]([N:8]([C:10]1[CH:15]=[CH:14][C:13]([CH:16]([OH:19])[CH3:17])=[CH:12][N:11]=1)[CH3:9])=[O:7])([CH3:4])([CH3:3])[CH3:2]. The catalyst class is: 1. (2) Reactant: [CH2:1]([O:3][C:4]([N:6]1[CH:11]2[CH2:12][CH2:13][CH:7]1[CH2:8][CH:9]([N:14]1[CH2:19][CH2:18][CH:17]([C:20]([OH:22])=O)[CH2:16][CH2:15]1)[CH2:10]2)=[O:5])[CH3:2].Cl.[CH3:24][C:25]1([NH2:29])[CH2:28][CH2:27][CH2:26]1.CN(C(ON1N=NC2C=CC=NC1=2)=[N+](C)C)C.F[P-](F)(F)(F)(F)F.CCN(C(C)C)C(C)C. Product: [CH3:24][C:25]1([NH:29][C:20]([CH:17]2[CH2:18][CH2:19][N:14]([CH:9]3[CH2:10][CH:11]4[N:6]([C:4]([O:3][CH2:1][CH3:2])=[O:5])[CH:7]([CH2:13][CH2:12]4)[CH2:8]3)[CH2:15][CH2:16]2)=[O:22])[CH2:28][CH2:27][CH2:26]1. The catalyst class is: 3. (3) Reactant: [Cl:1][C:2]1[CH:8]=[CH:7][C:5]([NH2:6])=[C:4]([I:9])[CH:3]=1.Br[CH:11]([C:18]1[CH:23]=[CH:22][CH:21]=[CH:20][CH:19]=1)[C:12]1[CH:17]=[CH:16][CH:15]=[CH:14][CH:13]=1.CCN(C(C)C)C(C)C. Product: [CH:11]([NH:6][C:5]1[CH:7]=[CH:8][C:2]([Cl:1])=[CH:3][C:4]=1[I:9])([C:12]1[CH:17]=[CH:16][CH:15]=[CH:14][CH:13]=1)[C:18]1[CH:23]=[CH:22][CH:21]=[CH:20][CH:19]=1. The catalyst class is: 3. (4) Reactant: [C:1]([Si:5]([CH3:35])([CH3:34])[O:6][CH:7]([C:30]([CH3:33])([CH3:32])[CH3:31])[CH2:8][O:9][C:10]1[CH:15]=[CH:14][C:13]([C:16]([C:21]2[S:25][C:24]([CH:26]=O)=[C:23]([CH3:28])[CH:22]=2)([CH2:19][CH3:20])[CH2:17][CH3:18])=[CH:12][C:11]=1[CH3:29])([CH3:4])([CH3:3])[CH3:2].Cl.[CH3:37][O:38][C:39](=[O:42])[CH2:40][NH2:41].CCN(CC)CC. The catalyst class is: 5. Product: [CH3:37][O:38][C:39](=[O:42])[CH2:40][NH:41][CH2:26][C:24]1[S:25][C:21]([C:16]([C:13]2[CH:14]=[CH:15][C:10]([O:9][CH2:8][CH:7]([O:6][Si:5]([C:1]([CH3:2])([CH3:4])[CH3:3])([CH3:34])[CH3:35])[C:30]([CH3:31])([CH3:32])[CH3:33])=[C:11]([CH3:29])[CH:12]=2)([CH2:19][CH3:20])[CH2:17][CH3:18])=[CH:22][C:23]=1[CH3:28]. (5) Reactant: Cl.[Sn](Cl)Cl.[N+:5]([C:8]1[CH:13]=[C:12]([C:14]([F:17])([F:16])[F:15])[CH:11]=[CH:10][C:9]=1[N:18]1[CH2:23][CH2:22][O:21][CH2:20][CH2:19]1)([O-])=O.C(=O)([O-])O.[Na+]. Product: [NH2:5][C:8]1[CH:13]=[C:12]([C:14]([F:15])([F:16])[F:17])[CH:11]=[CH:10][C:9]=1[N:18]1[CH2:19][CH2:20][O:21][CH2:22][CH2:23]1. The catalyst class is: 5. (6) Reactant: [OH:1][CH:2]([C:22]1[C:30]([S:31]([CH3:34])(=[O:33])=[O:32])=[CH:29][C:28]([CH3:35])=[C:27]2[C:23]=1[CH:24]=[CH:25][N:26]2S(C1C=CC(C)=CC=1)(=O)=O)[C:3]1[N:7](COCC[Si](C)(C)C)[C:6]2[CH:16]=[C:17]([C:20]#[N:21])[CH:18]=[CH:19][C:5]=2[N:4]=1.OC(C1C(S(C)(=O)=O)=CC(C)=C2C=1C=CN2S(C1C=CC(C)=CC=1)(=O)=O)C1N(COCC[Si](C)(C)C)C2C=CC(C#N)=CC=2N=1.F[B-](F)(F)F.[Li+].CC#N.CCN(CCOC(C1(CCC(C)C)CCCCC1)=O)CC.[OH-].[K+]. Product: [OH:1][CH:2]([C:22]1[C:30]([S:31]([CH3:34])(=[O:33])=[O:32])=[CH:29][C:28]([CH3:35])=[C:27]2[C:23]=1[CH:24]=[CH:25][NH:26]2)[C:3]1[NH:4][C:5]2[CH:19]=[CH:18][C:17]([C:20]#[N:21])=[CH:16][C:6]=2[N:7]=1. The catalyst class is: 6.